Task: Predict the reactants needed to synthesize the given product.. Dataset: Full USPTO retrosynthesis dataset with 1.9M reactions from patents (1976-2016) (1) Given the product [NH2:20][C:21]1[CH:28]=[CH:27][CH:26]=[CH:25][C:22]=1[C:23]([CH:3]1[CH2:8][CH2:7][N:6]([CH3:9])[CH2:5][CH2:4]1)=[O:32], predict the reactants needed to synthesize it. The reactants are: [Mg].Cl[CH:3]1[CH2:8][CH2:7][N:6]([CH3:9])[CH2:5][CH2:4]1.II.C1([Mg]Cl)CCCCC1.[NH2:20][C:21]1[CH:28]=[CH:27][CH:26]=[CH:25][C:22]=1[C:23]#N.C1C[O:32]CC1. (2) Given the product [CH2:8]([O:15][C:16](=[O:24])[NH:17][CH:18]([C:19]1[N:7]=[C:3]2[CH:4]=[CH:5][CH:6]=[N:1][N:2]2[CH:20]=1)[CH3:23])[C:9]1[CH:14]=[CH:13][CH:12]=[CH:11][CH:10]=1, predict the reactants needed to synthesize it. The reactants are: [N:1]1[CH:6]=[CH:5][CH:4]=[C:3]([NH2:7])[N:2]=1.[CH2:8]([O:15][C:16](=[O:24])[NH:17][CH:18]([CH3:23])[C:19](=O)[CH2:20]Br)[C:9]1[CH:14]=[CH:13][CH:12]=[CH:11][CH:10]=1. (3) Given the product [C:31]([NH:34][NH:35][C:25](=[O:27])[C:24]1[CH:28]=[C:20]([CH2:19][O:18][Si:1]([C:14]([CH3:17])([CH3:15])[CH3:16])([C:8]2[CH:13]=[CH:12][CH:11]=[CH:10][CH:9]=2)[C:2]2[CH:3]=[CH:4][CH:5]=[CH:6][CH:7]=2)[C:21]([F:30])=[N:22][C:23]=1[F:29])(=[O:33])[CH3:32], predict the reactants needed to synthesize it. The reactants are: [Si:1]([O:18][CH2:19][C:20]1[C:21]([F:30])=[N:22][C:23]([F:29])=[C:24]([CH:28]=1)[C:25]([OH:27])=O)([C:14]([CH3:17])([CH3:16])[CH3:15])([C:8]1[CH:13]=[CH:12][CH:11]=[CH:10][CH:9]=1)[C:2]1[CH:7]=[CH:6][CH:5]=[CH:4][CH:3]=1.[C:31]([NH:34][NH2:35])(=[O:33])[CH3:32].CCN(C(C)C)C(C)C.